From a dataset of Forward reaction prediction with 1.9M reactions from USPTO patents (1976-2016). Predict the product of the given reaction. (1) Given the reactants [CH3:1][S:2][C:3]1[N:4]=[CH:5][C:6]2[CH:12]=[CH:11][C:10]([NH2:13])=[N:9][C:7]=2[N:8]=1.C[OH:15], predict the reaction product. The product is: [CH3:1][S:2]([C:3]1[N:4]=[CH:5][C:6]2[CH:12]=[CH:11][C:10]([NH2:13])=[N:9][C:7]=2[N:8]=1)=[O:15]. (2) Given the reactants Br[C:2]1[CH:9]=[C:8]([NH:10][CH:11]2[CH2:16][CH2:15][CH:14]([OH:17])[CH2:13][CH2:12]2)[C:5]([C:6]#[N:7])=[C:4]([F:18])[CH:3]=1.[CH3:19][C:20]1([CH3:34])[CH2:28][C:27]2[NH:26][N:25]=[C:24]([C:29]([F:32])([F:31])[F:30])[C:23]=2[C:22](=[O:33])[CH2:21]1.C([O-])([O-])=O.[K+].[K+].CNCCNC, predict the reaction product. The product is: [CH3:19][C:20]1([CH3:34])[CH2:28][C:27]2[N:26]([C:2]3[CH:9]=[C:8]([NH:10][CH:11]4[CH2:16][CH2:15][CH:14]([OH:17])[CH2:13][CH2:12]4)[C:5]([C:6]#[N:7])=[C:4]([F:18])[CH:3]=3)[N:25]=[C:24]([C:29]([F:32])([F:31])[F:30])[C:23]=2[C:22](=[O:33])[CH2:21]1. (3) Given the reactants [F:1][C:2]1[CH:7]=[CH:6][CH:5]=[CH:4][C:3]=1[N:8]1[CH2:13][CH2:12][NH:11][CH2:10][CH2:9]1.Cl.[Cl:15][C:16]1[CH:21]=[CH:20][CH:19]=[CH:18][C:17]=1[S:22](Cl)(=[O:24])=[O:23].C(N(C(C)C)CC)(C)C, predict the reaction product. The product is: [Cl:15][C:16]1[CH:21]=[CH:20][CH:19]=[CH:18][C:17]=1[S:22]([N:11]1[CH2:12][CH2:13][N:8]([C:3]2[CH:4]=[CH:5][CH:6]=[CH:7][C:2]=2[F:1])[CH2:9][CH2:10]1)(=[O:24])=[O:23]. (4) Given the reactants C[O-].[Na+].[F:4][C:5]1[C:6]([O:14][CH2:15][C:16]2[CH:21]=[CH:20][CH:19]=[CH:18][CH:17]=2)=[C:7]([C:11](=[NH:13])[NH2:12])[CH:8]=[CH:9][CH:10]=1.[C:22]([CH:25]([CH2:30][CH:31]([CH3:33])[CH3:32])[C:26](OC)=[O:27])(=O)[CH3:23], predict the reaction product. The product is: [F:4][C:5]1[C:6]([O:14][CH2:15][C:16]2[CH:21]=[CH:20][CH:19]=[CH:18][CH:17]=2)=[C:7]([C:11]2[NH:12][C:22]([CH3:23])=[C:25]([CH2:30][CH:31]([CH3:33])[CH3:32])[C:26](=[O:27])[N:13]=2)[CH:8]=[CH:9][CH:10]=1. (5) Given the reactants [N+:1](=[C:3]1[N:7]=[CH:6][N:5]=[C:4]1[C:8]([NH2:10])=[O:9])=[N-:2].[N:11]([CH2:14][CH2:15][S:16]([CH3:19])(=[O:18])=[O:17])=[C:12]=[O:13], predict the reaction product. The product is: [CH3:19][S:16]([CH2:15][CH2:14][N:11]1[C:12](=[O:13])[N:7]2[CH:6]=[N:5][C:4]([C:8]([NH2:10])=[O:9])=[C:3]2[N:1]=[N:2]1)(=[O:18])=[O:17]. (6) Given the reactants [Si:1]([O:8][CH2:9][C:10]1[N:11]([CH3:23])[C:12]2[C:17]([CH:18]=1)=[CH:16][C:15]1[C:19](=O)[CH2:20][CH2:21][C:14]=1[CH:13]=2)([C:4]([CH3:7])([CH3:6])[CH3:5])([CH3:3])[CH3:2].[CH3:24][O:25][C:26]1[CH:33]=[C:32]([O:34][CH3:35])[CH:31]=[CH:30][C:27]=1[CH2:28][NH2:29].CCN(CC)CC, predict the reaction product. The product is: [Si:1]([O:8][CH2:9][C:10]1[N:11]([CH3:23])[C:12]2[C:17]([CH:18]=1)=[CH:16][C:15]1[C:19](=[N:29][CH2:28][C:27]3[CH:30]=[CH:31][C:32]([O:34][CH3:35])=[CH:33][C:26]=3[O:25][CH3:24])[CH2:20][CH2:21][C:14]=1[CH:13]=2)([C:4]([CH3:5])([CH3:6])[CH3:7])([CH3:2])[CH3:3]. (7) Given the reactants C[C:2](P(OC)(O)=O)([C:4]([O-:6])=[O:5])[CH3:3].[H-].[Na+].[CH2:14]([N:21]1[C:29]2[C:24](=[CH:25][CH:26]=[C:27]([Cl:30])[CH:28]=2)[C:23]([S:31][C:32]2[CH:33]=[C:34]([CH:37]=[CH:38][CH:39]=2)C=O)=[C:22]1[CH3:40])[C:15]1[CH:20]=[CH:19][CH:18]=[CH:17][CH:16]=1.[CH2:41]1COCC1, predict the reaction product. The product is: [CH3:41][O:6][C:4](=[O:5])/[CH:2]=[CH:3]/[C:34]1[CH:37]=[CH:38][CH:39]=[C:32]([S:31][C:23]2[C:24]3[C:29](=[CH:28][C:27]([Cl:30])=[CH:26][CH:25]=3)[N:21]([CH2:14][C:15]3[CH:20]=[CH:19][CH:18]=[CH:17][CH:16]=3)[C:22]=2[CH3:40])[CH:33]=1.